Dataset: Forward reaction prediction with 1.9M reactions from USPTO patents (1976-2016). Task: Predict the product of the given reaction. (1) Given the reactants [NH2:1][C:2]1[CH:31]=[CH:30][C:5]([CH2:6][N:7]2[CH2:12][CH2:11][CH:10]([NH:13][C:14]3[N:19]=[C:18]([C:20]4[C:28]5[C:23](=[CH:24][CH:25]=[CH:26][CH:27]=5)[NH:22][CH:21]=4)[C:17]([Cl:29])=[CH:16][N:15]=3)[CH2:9][CH2:8]2)=[CH:4][CH:3]=1.Cl.C[CH2:34][N:35]([CH:39]([CH3:41])C)[CH:36](C)C.BrC/C=[CH:45]/[C:46](Cl)=[O:47].C1COCC1.CNC, predict the reaction product. The product is: [Cl:29][C:17]1[C:18]([C:20]2[C:28]3[C:23](=[CH:24][CH:25]=[CH:26][CH:27]=3)[NH:22][CH:21]=2)=[N:19][C:14]([NH:13][CH:10]2[CH2:11][CH2:12][N:7]([CH2:6][C:5]3[CH:30]=[CH:31][C:2]([NH:1][C:46](=[O:47])/[CH:45]=[CH:41]/[CH2:39][N:35]([CH3:34])[CH3:36])=[CH:3][CH:4]=3)[CH2:8][CH2:9]2)=[N:15][CH:16]=1. (2) Given the reactants [F:1][C:2]([F:23])([F:22])[C:3]1[CH:8]=[CH:7][C:6]([S:9]([NH:12][C@H:13]2[CH2:18][CH2:17][C@H:16]([C:19](O)=[O:20])[CH2:15][CH2:14]2)(=[O:11])=[O:10])=[CH:5][CH:4]=1.[C:24]1([C@H:30]2[CH2:34][O:33][C:32](=[O:35])[NH:31]2)[CH:29]=[CH:28][CH:27]=[CH:26][CH:25]=1.C(N(CC)CC)C.C(Cl)(=O)C(C)(C)C, predict the reaction product. The product is: [O:35]=[C:32]1[N:31]([C:19]([C@H:16]2[CH2:17][CH2:18][C@H:13]([NH:12][S:9]([C:6]3[CH:5]=[CH:4][C:3]([C:2]([F:23])([F:1])[F:22])=[CH:8][CH:7]=3)(=[O:11])=[O:10])[CH2:14][CH2:15]2)=[O:20])[C@@H:30]([C:24]2[CH:25]=[CH:26][CH:27]=[CH:28][CH:29]=2)[CH2:34][O:33]1. (3) Given the reactants [CH3:1][S:2][C:3]1[CH:8]=[CH:7][C:6]([CH2:9][CH2:10][OH:11])=[CH:5][CH:4]=1.[H-].[Na+].[C:14]([O:18][C:19]([N:21]1[CH2:26][CH2:25][CH:24]([CH2:27]OS(C)(=O)=O)[CH2:23][CH2:22]1)=[O:20])([CH3:17])([CH3:16])[CH3:15], predict the reaction product. The product is: [C:14]([O:18][C:19]([N:21]1[CH2:26][CH2:25][CH:24]([CH2:27][O:11][CH2:10][CH2:9][C:6]2[CH:7]=[CH:8][C:3]([S:2][CH3:1])=[CH:4][CH:5]=2)[CH2:23][CH2:22]1)=[O:20])([CH3:17])([CH3:15])[CH3:16]. (4) Given the reactants [Cl:1][C:2]1[CH:23]=[CH:22][C:5]2[NH:6][C:7]([CH:9]3[CH2:12][N:11]([C:13]4N=CC=[CH:18][C:14]=4[C:15](O)=[O:16])[CH2:10]3)=[N:8][C:4]=2[CH:3]=1.[NH:24]1C[CH:26]([OH:28])[CH2:25]1.CN(C(ON1N=NC2C=CC=NC1=2)=[N+](C)C)C.F[P-](F)(F)(F)(F)F.CCN(CC)CC.C([O-])([O-])=O.[Na+].[Na+], predict the reaction product. The product is: [Cl:1][C:2]1[CH:23]=[CH:22][C:5]2[NH:6][C:7]([C:9]3([CH:10]4[CH:26]([OH:28])[CH2:25][NH:24]4)[CH:18]=[CH:14][CH:13]=[N:11][CH2:12]3)=[N:8][C:4]=2[CH:3]=1.[CH2:15]=[O:16]. (5) Given the reactants C([O-])(=[O:3])C.[NH4+].Cl[C:7]1[C:16]([C:17]#[N:18])=[C:15]([Cl:19])[C:14]2[C:9](=[CH:10][CH:11]=[C:12]([CH3:20])[CH:13]=2)[N:8]=1, predict the reaction product. The product is: [Cl:19][C:15]1[C:14]2[C:9](=[CH:10][CH:11]=[C:12]([CH3:20])[CH:13]=2)[NH:8][C:7](=[O:3])[C:16]=1[C:17]#[N:18]. (6) Given the reactants [C:1]([C:5]1[CH:23]=[CH:22][C:21]([O:24][Si](C(C)(C)C)(C)C)=[CH:20][C:6]=1/[CH:7]=[C:8]1\[N:9]=[C:10]([C:14]2[CH:19]=[CH:18][CH:17]=[CH:16][CH:15]=2)[O:11][C:12]\1=[O:13])([CH3:4])([CH3:3])[CH3:2].CO[Si](C)(C)C, predict the reaction product. The product is: [C:1]([C:5]1[CH:23]=[CH:22][C:21]([OH:24])=[CH:20][C:6]=1/[CH:7]=[C:8]1\[N:9]=[C:10]([C:14]2[CH:19]=[CH:18][CH:17]=[CH:16][CH:15]=2)[O:11][C:12]\1=[O:13])([CH3:4])([CH3:2])[CH3:3]. (7) Given the reactants [OH:1][CH2:2][C:3]1[C:4]2[N:5]([N:10]=[C:11]([C:13]([F:16])([F:15])[F:14])[CH:12]=2)[C:6]([I:9])=[CH:7][CH:8]=1, predict the reaction product. The product is: [I:9][C:6]1[N:5]2[N:10]=[C:11]([C:13]([F:14])([F:15])[F:16])[CH:12]=[C:4]2[C:3]([CH:2]=[O:1])=[CH:8][CH:7]=1. (8) Given the reactants [Cl:1][C:2]1[CH:3]=[C:4]([NH:10][C:11]2[N:19]=[CH:18][CH:17]=[CH:16][C:12]=2[C:13]([OH:15])=O)[CH:5]=[C:6]([O:8][CH3:9])[CH:7]=1.[CH3:20][C:21]([NH2:25])([C:23]#[CH:24])[CH3:22].C1C=CC2N(O)N=NC=2C=1.CCN=C=NCCCN(C)C.CCN(C(C)C)C(C)C, predict the reaction product. The product is: [Cl:1][C:2]1[CH:3]=[C:4]([NH:10][C:11]2[N:19]=[CH:18][CH:17]=[CH:16][C:12]=2[C:13]([NH:25][C:21]([CH3:22])([C:23]#[CH:24])[CH3:20])=[O:15])[CH:5]=[C:6]([O:8][CH3:9])[CH:7]=1. (9) Given the reactants CN(/[CH:4]=[C:5]1/[C:6](=O)[C:7]2[CH:19]=[CH:18][CH:17]=[N:16][C:8]=2[NH:9][C:10]2[CH:15]=[N:14][CH:13]=[CH:12][C:11]/1=2)C.[Cl-].[Cl:22][C:23]1[CH:24]=[C:25]([CH:31]=[CH:32][CH:33]=1)[CH2:26][NH:27][C:28]([NH2:30])=[NH2+:29].[O-]CC.[Na+].C(OCC)(=O)C, predict the reaction product. The product is: [Cl:22][C:23]1[CH:24]=[C:25]([CH:31]=[CH:32][CH:33]=1)[CH2:26][NH:27][C:28]1[N:30]=[CH:4][C:5]2[C:11]3[CH:12]=[CH:13][N:14]=[CH:15][C:10]=3[NH:9][C:8]3[N:16]=[CH:17][CH:18]=[CH:19][C:7]=3[C:6]=2[N:29]=1. (10) The product is: [OH:8][C:9]1[CH:10]=[CH:11][C:12]2[N:31]=[C:16]([CH2:17][O:18][C:19]3[CH:20]=[C:21]([CH:26]=[CH:27][CH:28]=3)[C:22]([O:24][CH3:25])=[O:23])[N:15]([CH3:30])[C:13]=2[CH:14]=1. Given the reactants C([O:8][C:9]1[CH:10]=[CH:11][C:12]([N+:31]([O-])=O)=[C:13]([N:15]([CH3:30])[C:16](=O)[CH2:17][O:18][C:19]2[CH:20]=[C:21]([CH:26]=[CH:27][CH:28]=2)[C:22]([O:24][CH3:25])=[O:23])[CH:14]=1)C1C=CC=CC=1.[H][H], predict the reaction product.